Dataset: Full USPTO retrosynthesis dataset with 1.9M reactions from patents (1976-2016). Task: Predict the reactants needed to synthesize the given product. (1) Given the product [C:1]([C:3]([C:6]1[CH:7]=[C:8]([CH:42]=[CH:43][CH:44]=1)[C:9]([NH:11][C:12]1[CH:17]=[CH:16][C:15]([CH3:18])=[C:14]([C:19](=[O:41])[CH2:20][SH:21])[CH:13]=1)=[O:10])([CH3:4])[CH3:5])#[N:2], predict the reactants needed to synthesize it. The reactants are: [C:1]([C:3]([C:6]1[CH:7]=[C:8]([CH:42]=[CH:43][CH:44]=1)[C:9]([NH:11][C:12]1[CH:17]=[CH:16][C:15]([CH3:18])=[C:14]([C:19](=[O:41])[CH2:20][S:21]C(C2C=CC=CC=2)(C2C=CC=CC=2)C2C=CC=CC=2)[CH:13]=1)=[O:10])([CH3:5])[CH3:4])#[N:2].FC(F)(F)C(O)=O.C([SiH](CC)CC)C. (2) Given the product [CH:34]1([C:8](=[O:21])[CH2:9][CH:10]2[C:18]3[C:13](=[CH:14][C:15]([O:19][CH3:20])=[CH:16][CH:17]=3)[CH2:12][CH2:11]2)[CH2:35][CH2:36][CH2:37][CH2:32]1, predict the reactants needed to synthesize it. The reactants are: N1C=CC=CC=1S[C:8](=[O:21])[CH2:9][CH:10]1[C:18]2[C:13](=[CH:14][C:15]([O:19][CH3:20])=[CH:16][CH:17]=2)[CH2:12][CH2:11]1.N1C=CC=CC=1SC(=O)CC[C:32]1[CH2:37][CH2:36][CH2:35][CH2:34]C=1. (3) Given the product [F:1][C:2]1[C:3]([N:16]([CH3:35])[CH2:17][CH2:18][CH2:19][O:20][C:21]2[CH:22]=[C:23]3[C:27](=[CH:28][CH:29]=2)[N:26]([CH2:30][C:31]([OH:33])=[O:32])[CH:25]=[CH:24]3)=[N:4][C:5]([C:8]2[CH:13]=[CH:12][C:11]([O:14][CH3:15])=[CH:10][CH:9]=2)=[N:6][CH:7]=1, predict the reactants needed to synthesize it. The reactants are: [F:1][C:2]1[C:3]([N:16]([CH3:35])[CH2:17][CH2:18][CH2:19][O:20][C:21]2[CH:22]=[C:23]3[C:27](=[CH:28][CH:29]=2)[N:26]([CH2:30][C:31]([O:33]C)=[O:32])[CH:25]=[CH:24]3)=[N:4][C:5]([C:8]2[CH:13]=[CH:12][C:11]([O:14][CH3:15])=[CH:10][CH:9]=2)=[N:6][CH:7]=1.O.[OH-].[Li+].